Dataset: Forward reaction prediction with 1.9M reactions from USPTO patents (1976-2016). Task: Predict the product of the given reaction. (1) Given the reactants C[C:2]([CH3:5])([O-])[CH3:3].[Na+].[Br:7][C:8]1[CH:15]=[CH:14][C:11]([CH:12]=O)=[CH:10][CH:9]=1.[OH2:16], predict the reaction product. The product is: [Br:7][C:8]1[CH:15]=[CH:14][C:11]([CH:12]=[C:2]([CH3:5])[CH2:3][OH:16])=[CH:10][CH:9]=1. (2) Given the reactants [OH-].[Li+].[CH3:3][O:4][C:5]1[CH:6]=[C:7]([CH:10]=[CH:11][C:12]=1[N:13]1[CH:17]=[C:16]([CH3:18])[N:15]=[CH:14]1)[CH:8]=O.[F:19][C:20]1[CH:21]=[C:22]([C@H:27]2[N:35]3[C@@H:30]([CH2:31][CH2:32][CH:33](P(=O)(OCC)OCC)[C:34]3=[O:36])[CH2:29][CH2:28]2)[CH:23]=[C:24]([F:26])[CH:25]=1.C(O)C, predict the reaction product. The product is: [F:26][C:24]1[CH:23]=[C:22]([C@H:27]2[N:35]3[C@@H:30]([CH2:31][CH2:32]/[C:33](=[CH:8]\[C:7]4[CH:10]=[CH:11][C:12]([N:13]5[CH:17]=[C:16]([CH3:18])[N:15]=[CH:14]5)=[C:5]([O:4][CH3:3])[CH:6]=4)/[C:34]3=[O:36])[CH2:29][CH2:28]2)[CH:21]=[C:20]([F:19])[CH:25]=1. (3) The product is: [Cl:2][C:15]1[C:14]([C:17]([O:19][CH2:20][CH3:21])=[O:18])=[C:13]([C:22]([F:25])([F:24])[F:23])[N:12]=[C:11]2[N:7]([CH2:5][CH3:6])[N:8]=[CH:9][C:10]=12. Given the reactants O(Cl)[Cl:2].[P].[CH2:5]([N:7]1[C:11]2=[N:12][C:13]([C:22]([F:25])([F:24])[F:23])=[C:14]([C:17]([O:19][CH2:20][CH3:21])=[O:18])[C:15](O)=[C:10]2[CH:9]=[N:8]1)[CH3:6], predict the reaction product. (4) Given the reactants [CH2:1]([C:7]1[CH:11]=[CH:10][S:9][C:8]=1[C:12]1[S:13][CH:14]=[CH:15][C:16]=1[C:17]1[S:18][CH:19]=[CH:20][C:21]=1[C:22]1[S:23][CH:24]=[CH:25][C:26]=1[CH2:27][CH2:28][CH2:29][CH2:30][CH2:31][CH3:32])[CH2:2][CH2:3][CH2:4][CH2:5][CH3:6].C1COCC1.C1C(=O)N([Br:45])C(=O)C1, predict the reaction product. The product is: [Br:45][C:10]1[S:9][C:8]([C:12]2[S:13][CH:14]=[CH:15][C:16]=2[C:17]2[S:18][CH:19]=[CH:20][C:21]=2[C:22]2[S:23][CH:24]=[CH:25][C:26]=2[CH2:27][CH2:28][CH2:29][CH2:30][CH2:31][CH3:32])=[C:7]([CH2:1][CH2:2][CH2:3][CH2:4][CH2:5][CH3:6])[CH:11]=1. (5) Given the reactants [Br:1][C:2]1[CH:11]=[C:10]2[C:5]([N:6]=[CH:7][C:8](=[O:18])[N:9]2[CH2:12][CH:13]2OCC[O:14]2)=[CH:4][CH:3]=1, predict the reaction product. The product is: [Br:1][C:2]1[CH:11]=[C:10]2[C:5]([N:6]=[CH:7][C:8](=[O:18])[N:9]2[CH2:12][CH:13]=[O:14])=[CH:4][CH:3]=1.